This data is from Forward reaction prediction with 1.9M reactions from USPTO patents (1976-2016). The task is: Predict the product of the given reaction. Given the reactants [NH2:1][C:2]([NH2:4])=[S:3].Br[CH:6]([C:10]1[CH:15]=[CH:14][C:13]([Cl:16])=[C:12]([S:17]([CH3:20])(=[O:19])=[O:18])[CH:11]=1)[C:7]([CH3:9])=O, predict the reaction product. The product is: [Cl:16][C:13]1[CH:14]=[CH:15][C:10]([C:6]2[S:3][C:2]([NH2:4])=[N:1][C:7]=2[CH3:9])=[CH:11][C:12]=1[S:17]([CH3:20])(=[O:18])=[O:19].